From a dataset of Reaction yield outcomes from USPTO patents with 853,638 reactions. Predict the reaction yield, written as a fraction of the theoretical maximum amount of product (1.0 means a 100% yield; for example, 0.34 means a 34% yield). (1) The reactants are [CH3:1][O:2][C:3]([C:5]1[CH:13]=[C:12]2[C:8]([C:9]([CH:15]3[CH2:20][CH2:19][CH2:18][CH2:17][CH2:16]3)=[C:10](Br)[NH:11]2)=[CH:7][CH:6]=1)=[O:4].CC1(C)C(C)(C)OB([C:29]2[CH:30]=[CH:31][CH:32]=[C:33]3[C:37]=2[NH:36][CH:35]=[CH:34]3)O1. The catalyst is CO.CN(C=O)C.C(=O)(O)[O-].[Na+].C1C=CC([P]([Pd]([P](C2C=CC=CC=2)(C2C=CC=CC=2)C2C=CC=CC=2)([P](C2C=CC=CC=2)(C2C=CC=CC=2)C2C=CC=CC=2)[P](C2C=CC=CC=2)(C2C=CC=CC=2)C2C=CC=CC=2)(C2C=CC=CC=2)C2C=CC=CC=2)=CC=1. The product is [CH3:1][O:2][C:3]([C:5]1[CH:13]=[C:12]2[C:8]([C:9]([CH:15]3[CH2:20][CH2:19][CH2:18][CH2:17][CH2:16]3)=[C:10]([C:29]3[CH:30]=[CH:31][CH:32]=[C:33]4[C:37]=3[NH:36][CH:35]=[CH:34]4)[NH:11]2)=[CH:7][CH:6]=1)=[O:4]. The yield is 0.990. (2) The reactants are CON(C)[C:4]([C:6]1[CH:7]=[C:8]2[CH2:13][CH2:12][CH2:11][N:9]2[N:10]=1)=[O:5].[H-].[Al+3].[Li+].[H-].[H-].[H-]. The catalyst is O1CCCC1.ClCCl. The product is [N:10]1[N:9]2[CH2:11][CH2:12][CH2:13][C:8]2=[CH:7][C:6]=1[CH:4]=[O:5]. The yield is 0.670. (3) The reactants are [CH3:1][O:2][C:3]1[CH:4]=[C:5]2[C:10](=[CH:11][C:12]=1[O:13][CH3:14])[N:9]=[CH:8][N:7]=[C:6]2[O:15][C:16]1[CH:17]=[C:18]([CH:20]=[CH:21][CH:22]=1)[NH2:19].[CH3:23][C:24]1([C:27]2[O:31][N:30]=[C:29]([NH:32][C:33](=O)[O:34]C3C=CC=CC=3)[CH:28]=2)[CH2:26][CH2:25]1.COC1C=C2C(=CC=1OC)N=CN=C2OC1C=C(NC(NC2ON=C(C(C)C)C=2)=O)C=CC=1. No catalyst specified. The product is [CH3:1][O:2][C:3]1[CH:4]=[C:5]2[C:10](=[CH:11][C:12]=1[O:13][CH3:14])[N:9]=[CH:8][N:7]=[C:6]2[O:15][C:16]1[CH:17]=[C:18]([NH:19][C:33]([NH:32][C:29]2[CH:28]=[C:27]([C:24]3([CH3:23])[CH2:25][CH2:26]3)[O:31][N:30]=2)=[O:34])[CH:20]=[CH:21][CH:22]=1. The yield is 0.580. (4) The reactants are [C:1]([OH:4])(=[O:3])[CH3:2].[OH:5][C@H:6]1[CH2:30][CH2:29][C@@:28]2([CH3:31])[C@H:8]([CH2:9][CH2:10][C@@H:11]3[C:27]2=[CH:26][CH2:25][C@@:24]2([CH3:32])[C@H:12]3[CH2:13][CH2:14][C@@H:15]2[C@H:16]([CH3:23])[CH2:17][CH2:18][C:19]([O:21][CH3:22])=[O:20])[CH2:7]1. The catalyst is CC(O)=O. The product is [C:1]([OH:4])(=[O:3])[CH3:2].[OH:5][C@H:6]1[CH2:30][CH2:29][C@@:28]2([CH3:31])[C@H:8]([CH2:9][CH2:10][C@@H:11]3[C:27]2=[CH:26][C:25](=[O:3])[C@@:24]2([CH3:32])[C@H:12]3[CH2:13][CH2:14][C@@H:15]2[C@H:16]([CH3:23])[CH2:17][CH2:18][C:19]([O:21][CH3:22])=[O:20])[CH2:7]1. The yield is 0.605. (5) The reactants are [N+:1]([C:4]1[CH:13]=[C:12]2[C:7]([CH2:8][CH2:9][CH2:10][C:11]2=[N:14]O)=[CH:6][CH:5]=1)([O-])=O. The catalyst is CO. The product is [CH:11]1([NH2:14])[C:12]2[C:7](=[CH:6][CH:5]=[C:4]([NH2:1])[CH:13]=2)[CH2:8][CH2:9][CH2:10]1. The yield is 0.960. (6) The reactants are [CH:1]([N:4]1[C:8]2[CH:9]=[CH:10][CH:11]=[CH:12][C:7]=2[NH:6][C:5]1=[O:13])([CH3:3])[CH3:2].[N+](C1C=C[C:20]([O:23]C(Cl)=O)=CC=1)([O-])=O.CCN(CC)CC.CC1C=CC(S(O)(=O)=O)=CC=1.[NH2:45][CH2:46][CH:47]1[CH2:52][CH2:51][N:50]([CH2:53][C:54]2([C:59]([OH:61])=[O:60])[CH2:58][CH2:57][CH2:56][CH2:55]2)[CH2:49][CH2:48]1. The catalyst is C(Cl)Cl. The product is [CH:1]([N:4]1[C:8]2[CH:9]=[CH:10][CH:11]=[CH:12][C:7]=2[N:6]([C:20]([NH:45][CH2:46][CH:47]2[CH2:52][CH2:51][N:50]([CH2:53][C:54]3([C:59]([OH:61])=[O:60])[CH2:58][CH2:57][CH2:56][CH2:55]3)[CH2:49][CH2:48]2)=[O:23])[C:5]1=[O:13])([CH3:3])[CH3:2]. The yield is 0.710. (7) The reactants are O.[Cl-].COC1N=C(OC)N=C([N+]2(C)CCOCC2)N=1.[CH2:20]([O:24][C:25]1[N:26]=[CH:27][C:28]([C:31]([OH:33])=O)=[N:29][CH:30]=1)[C:21]#[C:22][CH3:23].[NH2:34][C:35]1[CH:36]=[CH:37][C:38]([F:51])=[C:39]([C@:41]2([CH3:50])[C:46]([F:48])([F:47])[CH2:45][O:44][C:43]([NH2:49])=[N:42]2)[CH:40]=1.C(OCC)(=O)C. The catalyst is CO.C(OC(C)C)(C)C. The product is [NH2:49][C:43]1[O:44][CH2:45][C:46]([F:47])([F:48])[C@:41]([C:39]2[CH:40]=[C:35]([NH:34][C:31]([C:28]3[CH:27]=[N:26][C:25]([O:24][CH2:20][C:21]#[C:22][CH3:23])=[CH:30][N:29]=3)=[O:33])[CH:36]=[CH:37][C:38]=2[F:51])([CH3:50])[N:42]=1. The yield is 0.630.